Binary Classification. Given a miRNA mature sequence and a target amino acid sequence, predict their likelihood of interaction. From a dataset of Experimentally validated miRNA-target interactions with 360,000+ pairs, plus equal number of negative samples. (1) The miRNA is dre-miR-430b-3p with sequence AAAGUGCUAUCAAGUUGGGGUAG. The protein sequence of the target gene is MDGKRRPGPGPGVPPKRARGGLWDDDDAPRPSQFEEDLALMEEMEAEHRLQEQEEEELQSVLEGVADGQVPPSAIDPRWLRPTPPALDPQTEPLIFQQLEIDHYVGPAQPVPGGPPPSRGSVPVLRAFGVTDEGFSVCCHIHGFAPYFYTPAPPGFGPEHMGDLQRELNLAISRDSRGGRELTGPAVLAVELCSRESMFGYHGHGPSPFLRITVALPRLVAPARRLLEQGIRVAGLGTPSFAPYEANVDFEIRFMVDTDIVGCNWLELPAGKYALRLKEKATQCQLEADVLWSDVVSHPP.... Result: 0 (no interaction). (2) The miRNA is mmu-miR-17-5p with sequence CAAAGUGCUUACAGUGCAGGUAG. The protein sequence of the target gene is MGGLFSRWRAKPSTVEVLENIDKEIQALEEFREKNQRLQKLWVGRLIIYSSILYLFTCLIVYLWYLPDEFTARLVMTLPFFAFPLIIWTLRTVLIFFFSKRTERNNEALDDLKSQKKKILEEVMEKETYKTAKLILERFDPDSKKAKEFEPPSAGAAVTAKPGQEIRQRTAAQRNLSPAPASSSQGPPPQGPVSPGPAKDASAPGGPPERTVAPALPRRLGSPATSVPGMGLHPPGPPLARPILPRERGALDRIVEYLVGDGPQNRYALICQQCFSHNGMALKEEFEYIAFRCAYCFFLN.... Result: 1 (interaction). (3) The miRNA is hsa-miR-616-5p with sequence ACUCAAAACCCUUCAGUGACUU. The protein sequence of the target gene is MASGAAQNSSQMACDSEIPGFLDAFLQDFPAPLSLESPLPWKVPGTVLSQEEVEAELIELALGFLGSRNAPPSFAVAVTHEAISQLLQTDLSEFKRLPEQEEEEEEEEEEKALVTLLDAKGLARSFFNCLWKVCSQWQKQVPLTAQAPQWQWLVSIHAIRNTRRKMEDRHVSLPAFNHLFGLSDSVHRAYFAVFDGHGGVDAARYASVHVHTNASHQPELRTNPAAALKEAFRLTDEMFLQKAKRERLQSGTTGVCALIAGAALHVAWLGDSQVILVQQGRVVKLMEPHKPERQDEKARI.... Result: 0 (no interaction). (4) The miRNA is hsa-miR-6775-3p with sequence AGGCCCUGUCCUCUGCCCCAG. The protein sequence of the target gene is MSSPERDEGTPVPDSRGHCDADTVSGTPDRRPLLGEEKAVTGEGRAGIVGSPAPRDVEGLVPQIRVAAARQGESPPSVRGPAAAVFVTPKYVEKAQETRGAESQARDVKTEPGTVAAAAEKSEVATPGSEEVMEVEQKPAGEEMEMLEASGGVREAPEEAGPWHLGIDLRRNPLEAIQLELDTVNAQADRAFQHLEQKFGRMRRHYLERRNYIIQNIPGFWMTAFRNHPQLSAMIRGRDAEMLRYVTSLEVKELRHPKTGCKFKFFFRRNPYFRNKLIVKEYEVRSSGRVVSLSTPIIWR.... Result: 0 (no interaction).